From a dataset of NCI-60 drug combinations with 297,098 pairs across 59 cell lines. Regression. Given two drug SMILES strings and cell line genomic features, predict the synergy score measuring deviation from expected non-interaction effect. (1) Drug 1: C1=CC(=CC=C1C#N)C(C2=CC=C(C=C2)C#N)N3C=NC=N3. Drug 2: CN(C(=O)NC(C=O)C(C(C(CO)O)O)O)N=O. Cell line: OVCAR-4. Synergy scores: CSS=-2.32, Synergy_ZIP=1.82, Synergy_Bliss=-0.321, Synergy_Loewe=-4.67, Synergy_HSA=-4.66. (2) Drug 1: CN1C(=O)N2C=NC(=C2N=N1)C(=O)N. Drug 2: CCC1=C2CN3C(=CC4=C(C3=O)COC(=O)C4(CC)O)C2=NC5=C1C=C(C=C5)O. Cell line: NCI-H460. Synergy scores: CSS=37.5, Synergy_ZIP=-2.09, Synergy_Bliss=-3.85, Synergy_Loewe=-15.5, Synergy_HSA=-1.24. (3) Drug 1: CN(C)C1=NC(=NC(=N1)N(C)C)N(C)C. Drug 2: CS(=O)(=O)CCNCC1=CC=C(O1)C2=CC3=C(C=C2)N=CN=C3NC4=CC(=C(C=C4)OCC5=CC(=CC=C5)F)Cl. Cell line: ACHN. Synergy scores: CSS=7.57, Synergy_ZIP=-2.37, Synergy_Bliss=2.84, Synergy_Loewe=-16.9, Synergy_HSA=-0.939.